From a dataset of Forward reaction prediction with 1.9M reactions from USPTO patents (1976-2016). Predict the product of the given reaction. (1) Given the reactants [OH:1][C:2]1[CH:3]=[C:4]([CH:10]=[CH:11][C:12](=[O:17])[CH2:13][C:14](=[O:16])[CH3:15])[CH:5]=[CH:6][C:7]=1[O:8]C.B(OB=O)=O.[CH2:23]([N:25]([CH2:38][CH3:39])[C:26]1[CH:33]=[CH:32][C:29]([CH:30]=O)=[C:28]([O:34][CH2:35][O:36][CH3:37])[CH:27]=1)[CH3:24].B(OCCCC)(OCCCC)O[CH2:42]CCC.C(N)CCC, predict the reaction product. The product is: [CH2:23]([N:25]([CH2:38][CH3:39])[C:26]1[CH:33]=[CH:32][C:29](/[CH:30]=[CH:15]/[C:14](=[O:16])[CH2:13][C:12](=[O:17])/[CH:11]=[CH:10]/[C:4]2[CH:5]=[CH:6][C:7]([OH:8])=[C:2]([O:1][CH3:42])[CH:3]=2)=[C:28]([O:34][CH2:35][O:36][CH3:37])[CH:27]=1)[CH3:24]. (2) The product is: [CH3:51][O:52][C:53](=[O:68])[C:54]1[CH:59]=[CH:58][C:57]([CH3:60])=[C:56]([O:61][CH:62]2[CH2:67][CH2:66][N:65]([C:25](=[O:27])[CH2:24][NH:23][C:21]([C:18]3[CH:17]=[C:16]([C:10]4[CH:11]=[CH:12][CH:13]=[CH:14][CH:15]=4)[NH:20][N:19]=3)=[O:22])[CH2:64][CH2:63]2)[CH:55]=1. Given the reactants CCN(C(C)C)C(C)C.[C:10]1([C:16]2[NH:20][N:19]=[C:18]([C:21]([NH:23][CH2:24][C:25]([OH:27])=O)=[O:22])[CH:17]=2)[CH:15]=[CH:14][CH:13]=[CH:12][CH:11]=1.C1C=CC2N(O)N=NC=2C=1.CCN=C=NCCCN(C)C.Cl.Cl.[CH3:51][O:52][C:53](=[O:68])[C:54]1[CH:59]=[CH:58][C:57]([CH3:60])=[C:56]([O:61][CH:62]2[CH2:67][CH2:66][NH:65][CH2:64][CH2:63]2)[CH:55]=1.Cl.ClC1C=CC=CC=1OC1CCNCC1, predict the reaction product.